This data is from CYP2C19 inhibition data for predicting drug metabolism from PubChem BioAssay. The task is: Regression/Classification. Given a drug SMILES string, predict its absorption, distribution, metabolism, or excretion properties. Task type varies by dataset: regression for continuous measurements (e.g., permeability, clearance, half-life) or binary classification for categorical outcomes (e.g., BBB penetration, CYP inhibition). Dataset: cyp2c19_veith. (1) The molecule is Clc1ccc2c(NCCNC3CCCCC3)ccnc2c1. The result is 0 (non-inhibitor). (2) The result is 0 (non-inhibitor). The molecule is COc1ccc(OC)c(Nc2nc(-c3cccc([N+](=O)[O-])c3)nc3ccccc23)c1. (3) The molecule is CCOC(=O)C1=C(N)n2c(s/c(=C\c3ccco3)c2=O)=C(C(=O)OCC)C1c1ccco1. The result is 1 (inhibitor). (4) The compound is O=c1c[n+](CC[n+]2cc(=O)o[nH]2)[nH]o1. The result is 0 (non-inhibitor). (5) The compound is O=c1c(-c2ccc(F)cc2)nc2cnc(Oc3cccc(Cl)c3)nc2n1C1CC1. The result is 0 (non-inhibitor).